This data is from Full USPTO retrosynthesis dataset with 1.9M reactions from patents (1976-2016). The task is: Predict the reactants needed to synthesize the given product. (1) The reactants are: C(OC([NH:8][C@H:9]1[CH2:15][C:14]2[CH:16]=[CH:17][CH:18]=[CH:19][C:13]=2[CH2:12][NH:11][C:10]1=[O:20])=O)(C)(C)C.[ClH:21]. Given the product [ClH:21].[NH2:8][C@H:9]1[CH2:15][C:14]2[CH:16]=[CH:17][CH:18]=[CH:19][C:13]=2[CH2:12][NH:11][C:10]1=[O:20], predict the reactants needed to synthesize it. (2) Given the product [C:6]([O:9][CH2:10][C:11]([CH3:49])([CH3:50])[CH2:12][N:13]1[C:19]2[CH:20]=[CH:21][C:22]([Cl:24])=[CH:23][C:18]=2[C@@H:17]([C:25]2[CH:30]=[CH:29][CH:28]=[C:27]([O:31][CH3:32])[C:26]=2[O:33][CH3:34])[O:16][C@H:15]([CH2:35][C:36]2[O:47][C:40]([CH2:41][C:42]([O:44][CH2:45][CH3:46])=[O:43])=[CH:39][N:38]=2)[C:14]1=[O:48])(=[O:8])[CH3:7], predict the reactants needed to synthesize it. The reactants are: P(Cl)(Cl)(Cl)=O.[C:6]([O:9][CH2:10][C:11]([CH3:50])([CH3:49])[CH2:12][N:13]1[C:19]2[CH:20]=[CH:21][C:22]([Cl:24])=[CH:23][C:18]=2[C@@H:17]([C:25]2[CH:30]=[CH:29][CH:28]=[C:27]([O:31][CH3:32])[C:26]=2[O:33][CH3:34])[O:16][C@H:15]([CH2:35][C:36]([NH:38][CH2:39][C:40](=[O:47])[CH2:41][C:42]([O:44][CH2:45][CH3:46])=[O:43])=O)[C:14]1=[O:48])(=[O:8])[CH3:7].C(=O)([O-])O.[Na+]. (3) Given the product [CH3:1][C:2]1[CH:7]=[CH:6][C:5]([C:8]2[CH:13]=[C:12]([C:14](=[O:24])[NH:15][CH2:16][C:17]3[CH:18]=[N:19][C:20]([CH3:23])=[CH:21][CH:22]=3)[CH:11]=[C:10]([C:25]([OH:27])=[O:26])[CH:9]=2)=[CH:4][CH:3]=1, predict the reactants needed to synthesize it. The reactants are: [CH3:1][C:2]1[CH:7]=[CH:6][C:5]([C:8]2[CH:13]=[C:12]([C:14](=[O:24])[NH:15][CH2:16][C:17]3[CH:18]=[N:19][C:20]([CH3:23])=[CH:21][CH:22]=3)[CH:11]=[C:10]([C:25]([O:27]CC)=[O:26])[CH:9]=2)=[CH:4][CH:3]=1.[OH-].[Li+].CCO. (4) Given the product [CH2:16]([N:8]([CH2:9][C:10]1[CH:11]=[CH:12][CH:13]=[CH:14][CH:15]=1)[C:7]1[N:6]=[CH:5][N:4]=[C:3]2[C:2]=1[NH:1][C:40](=[O:42])[N:23]2[C:24]1[CH:25]=[CH:26][C:27]([N:30]([CH3:38])[C:31](=[O:37])[O:32][C:33]([CH3:34])([CH3:35])[CH3:36])=[CH:28][CH:29]=1)[C:17]1[CH:22]=[CH:21][CH:20]=[CH:19][CH:18]=1, predict the reactants needed to synthesize it. The reactants are: [NH2:1][C:2]1[C:3]([NH:23][C:24]2[CH:29]=[CH:28][C:27]([N:30]([CH3:38])[C:31](=[O:37])[O:32][C:33]([CH3:36])([CH3:35])[CH3:34])=[CH:26][CH:25]=2)=[N:4][CH:5]=[N:6][C:7]=1[N:8]([CH2:16][C:17]1[CH:22]=[CH:21][CH:20]=[CH:19][CH:18]=1)[CH2:9][C:10]1[CH:15]=[CH:14][CH:13]=[CH:12][CH:11]=1.Cl[C:40](Cl)([O:42]C(=O)OC(Cl)(Cl)Cl)Cl. (5) The reactants are: [Si]([C:5]#[N:6])(C)(C)C.[Si:7]([O:14][C:15]1[CH:20]=[CH:19][CH:18]=[CH:17][C:16]=1[CH2:21][CH:22]=[O:23])([C:10]([CH3:13])([CH3:12])[CH3:11])([CH3:9])[CH3:8].[H-].[H-].[H-].[H-].[Li+].[Al+3].C1COCC1.[OH-].[Na+]. Given the product [NH2:6][CH2:5][CH:22]([OH:23])[CH2:21][C:16]1[CH:17]=[CH:18][CH:19]=[CH:20][C:15]=1[O:14][Si:7]([C:10]([CH3:13])([CH3:12])[CH3:11])([CH3:9])[CH3:8], predict the reactants needed to synthesize it. (6) Given the product [CH3:1][O:2][C:3](=[O:15])/[CH:4]=[CH:5]/[C:6]1[CH:14]=[CH:13][C:11]([O:12][CH2:3][CH2:4][CH2:5][CH3:6])=[C:8]([O:9][CH3:10])[CH:7]=1, predict the reactants needed to synthesize it. The reactants are: [CH3:1][O:2][C:3](=[O:15])/[CH:4]=[CH:5]/[C:6]1[CH:14]=[CH:13][C:11]([OH:12])=[C:8]([O:9][CH3:10])[CH:7]=1.C(=O)([O-])[O-].[K+].[K+]. (7) Given the product [C:53]([O:57][C:58](=[O:61])[CH2:59][C:2]1[CH:7]=[N:6][C:5]([NH:8][C:9](=[O:14])[C:10]([CH3:13])([CH3:12])[CH3:11])=[CH:4][C:3]=1[CH2:15][CH2:16][OH:17])([CH3:56])([CH3:55])[CH3:54], predict the reactants needed to synthesize it. The reactants are: Br[C:2]1[C:3]([CH2:15][CH2:16][OH:17])=[CH:4][C:5]([NH:8][C:9](=[O:14])[C:10]([CH3:13])([CH3:12])[CH3:11])=[N:6][CH:7]=1.C1(P(C2CCCCC2)C2C=CC=CC=2C2C(C(C)C)=CC(C(C)C)=CC=2C(C)C)CCCCC1.[Cl-].[C:53]([O:57][C:58](=[O:61])[CH2:59][Zn+])([CH3:56])([CH3:55])[CH3:54]. (8) The reactants are: [NH:1]1[CH:5]=[CH:4][CH:3]=[C:2]1[C:6]([O:8][CH2:9][CH3:10])=[O:7].[Al+3].[Cl-].[Cl-].[Cl-].[CH3:15][O:16]C(Cl)Cl. Given the product [CH:15]([C:4]1[CH:3]=[C:2]([C:6]([O:8][CH2:9][CH3:10])=[O:7])[NH:1][CH:5]=1)=[O:16], predict the reactants needed to synthesize it. (9) Given the product [NH:12]1[CH:13]=[C:20]([C:15]2[CH:16]=[CH:17][CH:18]=[CH:19][N:14]=2)[N:25]=[CH:11]1, predict the reactants needed to synthesize it. The reactants are: CC1C=CC(S([CH2:11][N+:12]#[C-:13])(=O)=O)=CC=1.[N:14]1[CH:19]=[CH:18][CH:17]=[CH:16][C:15]=1[CH:20]=O.[Na].O1CC[N:25]=C1.